Dataset: Peptide-MHC class I binding affinity with 185,985 pairs from IEDB/IMGT. Task: Regression. Given a peptide amino acid sequence and an MHC pseudo amino acid sequence, predict their binding affinity value. This is MHC class I binding data. The peptide sequence is NHHPRARSM. The binding affinity (normalized) is 0.0847. The MHC is HLA-B27:05 with pseudo-sequence HLA-B27:05.